This data is from Reaction yield outcomes from USPTO patents with 853,638 reactions. The task is: Predict the reaction yield, written as a fraction of the theoretical maximum amount of product (1.0 means a 100% yield; for example, 0.34 means a 34% yield). (1) The reactants are FC(F)(F)[C:3]([C:5]1[C:13]2[C:8](=[CH:9][C:10]([C:14]([F:17])([F:16])[F:15])=[CH:11][CH:12]=2)[N:7]([CH3:18])[CH:6]=1)=[O:4].[OH-:21].[Na+].Cl. No catalyst specified. The product is [CH3:18][N:7]1[C:8]2[C:13](=[CH:12][CH:11]=[C:10]([C:14]([F:17])([F:16])[F:15])[CH:9]=2)[C:5]([C:3]([OH:4])=[O:21])=[CH:6]1. The yield is 0.670. (2) The reactants are [Cl:1][C:2]1[C:3]([NH:13][NH:14][C:15](=O)[CH2:16][C:17]2[S:18][CH:19]=[CH:20][CH:21]=2)=[N:4][C:5]2[C:10]([N:11]=1)=[CH:9][CH:8]=[C:7]([Cl:12])[CH:6]=2. The catalyst is O=P(Cl)(Cl)Cl. The product is [Cl:1][C:2]1[C:3]2[N:4]([C:15]([CH2:16][C:17]3[S:18][CH:19]=[CH:20][CH:21]=3)=[N:14][N:13]=2)[C:5]2[C:10]([N:11]=1)=[CH:9][CH:8]=[C:7]([Cl:12])[CH:6]=2. The yield is 0.800. (3) The reactants are C(OC([NH:11][C@H:12]([C:18]([OH:20])=O)[CH2:13][CH2:14][C:15](=[O:17])[NH2:16])=O)C1C=CC=CC=1.C(OC(Cl)=O)C(C)C.C[N:30]1[CH2:35][CH2:34]O[CH2:32][CH2:31]1.N1CCCC1. The catalyst is C1COCC1.C(Cl)(Cl)Cl.CO. The product is [NH2:11][C@H:12]([C:18]([N:30]1[CH2:35][CH2:34][CH2:32][CH2:31]1)=[O:20])[CH2:13][CH2:14][C:15](=[O:17])[NH2:16]. The yield is 0.990. (4) The reactants are [Br:1][C:2]1[CH:7]=[CH:6][C:5]([OH:8])=[C:4]([N+:9]([O-:11])=[O:10])[CH:3]=1.Br[CH:13]([CH3:15])[CH3:14].[OH-].[K+].C1OCCOCCOCCOCCOCCOC1. The catalyst is C1C=CC=CC=1. The product is [Br:1][C:2]1[CH:7]=[CH:6][C:5]([O:8][CH:13]([CH3:15])[CH3:14])=[C:4]([N+:9]([O-:11])=[O:10])[CH:3]=1. The yield is 0.610. (5) The reactants are [CH3:1][C:2]1[CH:3]=[C:4]([NH:16][C:17]2[C:26]3[C:21](=[CH:22][CH:23]=[CH:24][C:25]=3[O:27][C@H:28]([CH3:32])[C:29]([OH:31])=O)[N:20]=[CH:19][N:18]=2)[CH:5]=[CH:6][C:7]=1[O:8][C:9]1[CH:10]=[N:11][C:12]([CH3:15])=[CH:13][CH:14]=1.[CH2:33]([NH:35][CH2:36][CH3:37])[CH3:34]. No catalyst specified. The product is [CH2:33]([N:35]([CH2:36][CH3:37])[C:29](=[O:31])[C@H:28]([O:27][C:25]1[CH:24]=[CH:23][CH:22]=[C:21]2[C:26]=1[C:17]([NH:16][C:4]1[CH:5]=[CH:6][C:7]([O:8][C:9]3[CH:10]=[N:11][C:12]([CH3:15])=[CH:13][CH:14]=3)=[C:2]([CH3:1])[CH:3]=1)=[N:18][CH:19]=[N:20]2)[CH3:32])[CH3:34]. The yield is 0.550. (6) The reactants are [S:1]1[CH:5]=[CH:4][C:3](B(O)O)=[CH:2]1.Br[C:10]1[C:11]([NH:24][CH:25]2[CH2:30][CH2:29][N:28]([CH2:31][C:32]3[CH:37]=[CH:36][CH:35]=[CH:34][CH:33]=3)[CH2:27][CH2:26]2)=[N:12][C:13]([NH:16][CH2:17][C:18]2[CH:23]=[CH:22][CH:21]=[CH:20][N:19]=2)=[N:14][CH:15]=1.C(=O)([O-])[O-].[K+].[K+]. The catalyst is COCCOC.O.C1C=CC([P]([Pd]([P](C2C=CC=CC=2)(C2C=CC=CC=2)C2C=CC=CC=2)([P](C2C=CC=CC=2)(C2C=CC=CC=2)C2C=CC=CC=2)[P](C2C=CC=CC=2)(C2C=CC=CC=2)C2C=CC=CC=2)(C2C=CC=CC=2)C2C=CC=CC=2)=CC=1. The product is [CH2:31]([N:28]1[CH2:29][CH2:30][CH:25]([NH:24][C:11]2[C:10]([C:3]3[CH:4]=[CH:5][S:1][CH:2]=3)=[CH:15][N:14]=[C:13]([NH:16][CH2:17][C:18]3[CH:23]=[CH:22][CH:21]=[CH:20][N:19]=3)[N:12]=2)[CH2:26][CH2:27]1)[C:32]1[CH:37]=[CH:36][CH:35]=[CH:34][CH:33]=1. The yield is 0.450.